Dataset: Full USPTO retrosynthesis dataset with 1.9M reactions from patents (1976-2016). Task: Predict the reactants needed to synthesize the given product. (1) Given the product [CH2:20]([NH:19][C:11]1[CH:10]=[C:9]([NH:8][C:5]2[CH:4]=[CH:3][C:2]([NH:1][CH:37]3[CH2:38][CH2:39][N:34]([C:27]([O:29][C:30]([CH3:33])([CH3:32])[CH3:31])=[O:28])[CH2:35][CH2:36]3)=[CH:7][CH:6]=2)[N:14]=[CH:13][C:12]=1[CH2:15][C:16]([NH2:18])=[O:17])[C:21]1[CH:22]=[CH:23][CH:24]=[CH:25][CH:26]=1, predict the reactants needed to synthesize it. The reactants are: [NH2:1][C:2]1[CH:7]=[CH:6][C:5]([NH:8][C:9]2[N:14]=[CH:13][C:12]([CH2:15][C:16]([NH2:18])=[O:17])=[C:11]([NH:19][CH2:20][C:21]3[CH:26]=[CH:25][CH:24]=[CH:23][CH:22]=3)[CH:10]=2)=[CH:4][CH:3]=1.[C:27]([N:34]1[CH2:39][CH2:38][C:37](=O)[CH2:36][CH2:35]1)([O:29][C:30]([CH3:33])([CH3:32])[CH3:31])=[O:28].C(O[BH-](OC(=O)C)OC(=O)C)(=O)C.[Na+].O. (2) The reactants are: [CH:1]1([C:7]2[C:15]3[C:10](=[CH:11][C:12]([C:16]([O:18][CH3:19])=[O:17])=[CH:13][CH:14]=3)[N:9]([CH2:20][C:21]([N:23]([CH3:25])[CH3:24])=[O:22])[C:8]=2[CH:26]=[O:27])[CH2:6][CH2:5][CH2:4][CH2:3][CH2:2]1.C([O-])([O-])=O.[K+].[K+].S([CH2:44][N+:45]#[C-:46])(C1C=CC(C)=CC=1)(=O)=O. Given the product [CH:1]1([C:7]2[C:15]3[C:10](=[CH:11][C:12]([C:16]([O:18][CH3:19])=[O:17])=[CH:13][CH:14]=3)[N:9]([CH2:20][C:21]([N:23]([CH3:24])[CH3:25])=[O:22])[C:8]=2[C:26]2[O:27][CH:46]=[N:45][CH:44]=2)[CH2:2][CH2:3][CH2:4][CH2:5][CH2:6]1, predict the reactants needed to synthesize it. (3) The reactants are: Cl[C:2]1[CH:7]=[C:6]([C:8]2[CH:13]=[CH:12][C:11]([C:14]([F:17])([F:16])[F:15])=[CH:10][CH:9]=2)[CH:5]=[C:4]([CH:18]2[CH2:20][CH2:19]2)[N:3]=1.[I:21][C:22]1[N:23]=[CH:24][NH:25][CH:26]=1. Given the product [CH:18]1([C:4]2[CH:5]=[C:6]([C:8]3[CH:13]=[CH:12][C:11]([C:14]([F:17])([F:16])[F:15])=[CH:10][CH:9]=3)[CH:7]=[C:2]([N:25]3[CH:26]=[C:22]([I:21])[N:23]=[CH:24]3)[N:3]=2)[CH2:20][CH2:19]1, predict the reactants needed to synthesize it. (4) Given the product [Br:1][C:2]1[CH:3]=[C:4]([O:25][C:26]([F:29])([F:28])[F:27])[CH:5]=[C:6]2[C:11]=1[N:10]=[CH:9][N:8]([NH:12][C:36]1[CH:37]=[C:38]([CH:41]=[CH:42][C:35]=1[S:32]([CH2:30][CH3:31])(=[O:33])=[O:34])[C:39]#[N:40])[C:7]2=[O:24], predict the reactants needed to synthesize it. The reactants are: [Br:1][C:2]1[CH:3]=[C:4]([O:25][C:26]([F:29])([F:28])[F:27])[CH:5]=[C:6]2[C:11]=1[N:10]=[CH:9][N:8]([NH:12]C1C=C(C=CC=1SCC)C#N)[C:7]2=[O:24].[CH2:30]([S:32]([C:35]1[CH:42]=[CH:41][C:38]([C:39]#[N:40])=[CH:37][C:36]=1C)(=[O:34])=[O:33])[CH3:31].